This data is from Forward reaction prediction with 1.9M reactions from USPTO patents (1976-2016). The task is: Predict the product of the given reaction. Given the reactants Br[C:2]1[CH:11]=[CH:10][C:5]([C:6]([O:8][CH3:9])=[O:7])=[C:4]([O:12][CH3:13])[CH:3]=1.[CH2:14]([O:18]C=C)[CH2:15]CC.C(=O)([O-])[O-].[K+].[K+].Cl, predict the reaction product. The product is: [C:14]([C:2]1[CH:11]=[CH:10][C:5]([C:6]([O:8][CH3:9])=[O:7])=[C:4]([O:12][CH3:13])[CH:3]=1)(=[O:18])[CH3:15].